From a dataset of Peptide-MHC class II binding affinity with 134,281 pairs from IEDB. Regression. Given a peptide amino acid sequence and an MHC pseudo amino acid sequence, predict their binding affinity value. This is MHC class II binding data. (1) The peptide sequence is SQDLVLSWNLNGLQAY. The MHC is DRB1_0802 with pseudo-sequence DRB1_0802. The binding affinity (normalized) is 0.554. (2) The peptide sequence is EKKYFAATQFEPLAH. The MHC is HLA-DPA10201-DPB10101 with pseudo-sequence HLA-DPA10201-DPB10101. The binding affinity (normalized) is 0.990. (3) The peptide sequence is AFILDGDNLFPKV. The MHC is HLA-DQA10201-DQB10202 with pseudo-sequence HLA-DQA10201-DQB10202. The binding affinity (normalized) is 0.158. (4) The peptide sequence is CQYLNTLTLAVPYNM. The MHC is DRB1_0101 with pseudo-sequence DRB1_0101. The binding affinity (normalized) is 0.853.